The task is: Predict the reaction yield, written as a fraction of the theoretical maximum amount of product (1.0 means a 100% yield; for example, 0.34 means a 34% yield).. This data is from Reaction yield outcomes from USPTO patents with 853,638 reactions. (1) The reactants are [N+:1](=[C:3]([C:9](=[O:11])[CH3:10])[C:4]([O:6][CH2:7][CH3:8])=[O:5])=[N-].[C:12](N)(=[O:19])[C:13]1[CH:18]=[CH:17][CH:16]=[CH:15][CH:14]=1. The catalyst is ClCCCl.C([O-])(=O)C.C([O-])(=O)C.C([O-])(=O)C.C([O-])(=O)C.[Rh+3].[Rh+3]. The product is [C:12]([NH:1][CH:3]([C:9](=[O:11])[CH3:10])[C:4]([O:6][CH2:7][CH3:8])=[O:5])(=[O:19])[C:13]1[CH:18]=[CH:17][CH:16]=[CH:15][CH:14]=1. The yield is 0.500. (2) The reactants are [C:1]([O:5][C:6](=[O:27])[N:7]([C:19]1[CH:24]=[CH:23][C:22]([CH:25]=[O:26])=[CH:21][N:20]=1)[CH2:8][C:9]1[CH:14]=[CH:13][C:12]([C:15]([F:18])([F:17])[F:16])=[CH:11][CH:10]=1)([CH3:4])([CH3:3])[CH3:2].[N:28]1([CH2:34][CH2:35][O:36][C:37]2[CH:38]=[C:39]3[CH:45]=[CH:44][NH:43][C:40]3=[N:41][CH:42]=2)[CH2:33][CH2:32][O:31][CH2:30][CH2:29]1.[OH-].[K+]. The catalyst is CO. The product is [C:1]([O:5][C:6](=[O:27])[N:7]([C:19]1[CH:24]=[CH:23][C:22]([CH:25]([OH:26])[C:45]2[C:39]3[C:40](=[N:41][CH:42]=[C:37]([O:36][CH2:35][CH2:34][N:28]4[CH2:33][CH2:32][O:31][CH2:30][CH2:29]4)[CH:38]=3)[NH:43][CH:44]=2)=[CH:21][N:20]=1)[CH2:8][C:9]1[CH:10]=[CH:11][C:12]([C:15]([F:16])([F:17])[F:18])=[CH:13][CH:14]=1)([CH3:4])([CH3:2])[CH3:3]. The yield is 0.400. (3) The reactants are [Br:1][C:2]1[CH:3]=[C:4]([N+:9]([O-:11])=[O:10])[C:5]([CH3:8])=[N:6][CH:7]=1.[CH3:12][N:13]([CH:15]=O)[CH3:14]. No catalyst specified. The product is [Br:1][C:2]1[CH:3]=[C:4]([N+:9]([O-:11])=[O:10])[C:5](/[CH:8]=[CH:12]/[N:13]([CH3:15])[CH3:14])=[N:6][CH:7]=1. The yield is 0.760. (4) The reactants are Cl[CH2:2][CH2:3][C:4]([NH:6][C:7]1[CH:12]=[C:11]([NH:13][C:14]2[N:19]=[C:18]([C:20]3[C:28]4[C:23](=[CH:24][CH:25]=[CH:26][CH:27]=4)[N:22]([CH3:29])[CH:21]=3)[CH:17]=[CH:16][N:15]=2)[C:10]([O:30][CH3:31])=[CH:9][C:8]=1[N:32]([CH2:34][CH2:35][N:36]([CH3:38])[CH3:37])[CH3:33])=[O:5].C(N(CC)CC)C.O. The catalyst is C(#N)C. The product is [CH3:38][N:36]([CH3:37])[CH2:35][CH2:34][N:32]([CH3:33])[C:8]1[CH:9]=[C:10]([O:30][CH3:31])[C:11]([NH:13][C:14]2[N:19]=[C:18]([C:20]3[C:28]4[C:23](=[CH:24][CH:25]=[CH:26][CH:27]=4)[N:22]([CH3:29])[CH:21]=3)[CH:17]=[CH:16][N:15]=2)=[CH:12][C:7]=1[NH:6][C:4](=[O:5])[CH:3]=[CH2:2]. The yield is 0.940. (5) The yield is 0.820. The reactants are C([O-])(=O)C(C)(C)C.[F:8][C:9]1[CH:16]=[CH:15][C:12]([CH2:13][Zn+])=[CH:11][CH:10]=1.Br[C:18]1[CH:19]=[C:20]([CH:23]=[CH:24][C:25]=1[O:26][CH3:27])[CH:21]=[O:22]. The product is [F:8][C:9]1[CH:16]=[CH:15][C:12]([CH2:13][C:18]2[CH:19]=[C:20]([CH:23]=[CH:24][C:25]=2[O:26][CH3:27])[CH:21]=[O:22])=[CH:11][CH:10]=1. No catalyst specified. (6) The yield is 0.562. The reactants are [NH2:1][C:2]1[N:7]=[C:6](Cl)[CH:5]=[C:4](Cl)[N:3]=1.Cl.[Br:11][C:12]1[CH:21]=[C:20]2[C:15]([CH2:16][CH2:17][NH:18][CH2:19]2)=[CH:14][C:13]=1[F:22].[CH3:23][N:24]1[CH2:29][CH2:28][N:27](C)[CH2:26][CH2:25]1.C(O)(C)(C)C.CN1CCNCC1. No catalyst specified. The product is [Br:11][C:12]1[CH:21]=[C:20]2[C:15]([CH2:16][CH2:17][N:18]([C:4]3[CH:5]=[C:6]([N:27]4[CH2:28][CH2:29][N:24]([CH3:23])[CH2:25][CH2:26]4)[N:7]=[C:2]([NH2:1])[N:3]=3)[CH2:19]2)=[CH:14][C:13]=1[F:22]. (7) The reactants are [C:1]([CH2:4][C:5]1[C:9]2[C:10]([C:16](=[O:26])[CH2:17][C:18]3[C:23]([Cl:24])=[CH:22][N:21]=[CH:20][C:19]=3[Cl:25])=[CH:11][CH:12]=[C:13]([O:14][CH3:15])[C:8]=2[O:7][CH:6]=1)([OH:3])=[O:2].[CH2:27](O)[CH2:28][C:29]1[CH:34]=[CH:33][CH:32]=[CH:31][CH:30]=1. The product is [Cl:24][C:23]1[CH:22]=[N:21][CH:20]=[C:19]([Cl:25])[C:18]=1[CH2:17][C:16]([C:10]1[C:9]2[C:5]([CH2:4][C:1]([O:3][CH2:27][CH2:28][C:29]3[CH:34]=[CH:33][CH:32]=[CH:31][CH:30]=3)=[O:2])=[CH:6][O:7][C:8]=2[C:13]([O:14][CH3:15])=[CH:12][CH:11]=1)=[O:26]. The yield is 0.360. No catalyst specified. (8) The product is [CH3:12][O:13][C:14](=[O:28])[CH2:15][C:16]1[S:20][C:19]([NH:21][C:7](=[O:9])[C:6]2[CH:10]=[C:2]([Br:1])[CH:3]=[CH:4][C:5]=2[OH:11])=[N:18][C:17]=1[C:22]1[CH:27]=[CH:26][CH:25]=[CH:24][CH:23]=1. The reactants are [Br:1][C:2]1[CH:10]=[C:6]([C:7]([OH:9])=O)[C:5]([OH:11])=[CH:4][CH:3]=1.[CH3:12][O:13][C:14](=[O:28])[CH2:15][C:16]1[S:20][C:19]([NH2:21])=[N:18][C:17]=1[C:22]1[CH:27]=[CH:26][CH:25]=[CH:24][CH:23]=1. No catalyst specified. The yield is 0.321. (9) The reactants are [C:1]([C:5]1[O:9][C:8]([CH2:10]Br)=[C:7]([C:12]([O:14][CH3:15])=[O:13])[CH:6]=1)([CH3:4])([CH3:3])[CH3:2].[NH:16]1[CH2:21][CH2:20][CH2:19][CH2:18][CH2:17]1. The catalyst is CC(C)=O.O. The product is [C:1]([C:5]1[O:9][C:8]([CH2:10][N:16]2[CH2:21][CH2:20][CH2:19][CH2:18][CH2:17]2)=[C:7]([C:12]([O:14][CH3:15])=[O:13])[CH:6]=1)([CH3:4])([CH3:3])[CH3:2]. The yield is 0.150. (10) The product is [CH2:25]([N:23]([CH3:24])[CH2:22][CH2:21][CH2:20][CH2:19][O:18][C:14]1[CH:13]=[C:12]2[C:17](=[CH:16][CH:15]=1)[NH:8][CH2:9][CH2:10][CH2:11]2)[CH:26]=[CH2:27]. The catalyst is C(Cl)Cl. The reactants are C(OC([N:8]1[C:17]2[C:12](=[CH:13][C:14]([O:18][CH2:19][CH2:20][CH2:21][CH2:22][N:23]([CH2:25][CH:26]=[CH2:27])[CH3:24])=[CH:15][CH:16]=2)[CH2:11][CH2:10][CH2:9]1)=O)(C)(C)C.C(O)(C(F)(F)F)=O. The yield is 0.690.